From a dataset of Reaction yield outcomes from USPTO patents with 853,638 reactions. Predict the reaction yield, written as a fraction of the theoretical maximum amount of product (1.0 means a 100% yield; for example, 0.34 means a 34% yield). The product is [CH2:57]([O:64][C:65]1[CH:74]=[C:73]2[C:68]([C:69]([NH:76][C:77]3[CH:78]=[C:79]([CH2:82][C:83]([OH:85])=[O:84])[NH:80][N:81]=3)=[N:70][CH:71]=[N:72]2)=[CH:67][CH:66]=1)[C:58]1[CH:63]=[CH:62][CH:61]=[CH:60][CH:59]=1. The catalyst is S(Cl)(Cl)=O. The reactants are P(OCCN1CCC(COC2C=C3C(C(NC4C=C(CC(NC5C=CC=C(F)C=5F)=O)NN=4)=NC=N3)=CC=2)CC1)(OC(C)(C)C)(OC(C)(C)C)=O.CN(C)C=O.[CH2:57]([O:64][C:65]1[CH:74]=[C:73]2[C:68]([C:69](=O)[NH:70][CH:71]=[N:72]2)=[CH:67][CH:66]=1)[C:58]1[CH:63]=[CH:62][CH:61]=[CH:60][CH:59]=1.[NH2:76][C:77]1[NH:81][N:80]=[C:79]([CH2:82][C:83]([OH:85])=[O:84])[CH:78]=1. The yield is 0.600.